This data is from Forward reaction prediction with 1.9M reactions from USPTO patents (1976-2016). The task is: Predict the product of the given reaction. Given the reactants CC1[C:6]2[N:7]=CN=C(N3C(N)=NC(C4C=CC(N5CCN(C6CC7CC6CC7)CC5)=C(C)C=4)(N)N3)[C:5]=2SC=1.CC1C2N=C(Cl)N=C(N3C(N)=NC(NC4C=CC(N5CCN(C6CC7CC6CC7)CC5)=CC=4C)=N3)C=2SC=1.C[C:77]1[C:81]2N=C[N:84]=[C:85]([N:86]3[C:90]([NH2:91])=[N:89][C:88]([NH:92][C:93]4[CH:98]=[CH:97][C:96]([N:99]5[CH2:104][CH2:103][N:102]([C@H:105]6[CH2:110][C@H:109]7[CH2:111][C@@H:106]6[CH2:107][CH2:108]7)[CH2:101][CH2:100]5)=[C:95](F)[CH:94]=4)=[N:87]3)[C:80]=2[S:79][CH:78]=1, predict the reaction product. The product is: [CH3:5][C:6]1[C:81]2[CH:77]=[CH:78][S:79][C:80]=2[C:85]([N:86]2[C:90]([NH2:91])=[N:89][C:88]([NH:92][C:93]3[CH:94]=[CH:95][C:96]([N:99]4[CH2:104][CH2:103][N:102]([CH:105]5[CH2:110][CH:109]6[CH2:111][CH:106]5[CH2:107][CH2:108]6)[CH2:101][CH2:100]4)=[CH:97][CH:98]=3)=[N:87]2)=[N:84][N:7]=1.